From a dataset of Reaction yield outcomes from USPTO patents with 853,638 reactions. Predict the reaction yield, written as a fraction of the theoretical maximum amount of product (1.0 means a 100% yield; for example, 0.34 means a 34% yield). (1) The reactants are [NH2:1][C:2]1[N:7]=[CH:6][C:5]([N:8]2[CH2:13][CH2:12][N:11]([C:14]([O:16][C:17]([CH3:20])([CH3:19])[CH3:18])=[O:15])[CH2:10][CH2:9]2)=[CH:4][CH:3]=1.Br[C:22]1[C:23](=[O:30])[N:24]([CH3:29])[CH:25]=[C:26]([Br:28])[CH:27]=1.C(=O)([O-])[O-].[Cs+].[Cs+].CC1(C)C2C(=C(P(C3C=CC=CC=3)C3C=CC=CC=3)C=CC=2)OC2C(P(C3C=CC=CC=3)C3C=CC=CC=3)=CC=CC1=2. The catalyst is C1C=CC(/C=C/C(/C=C/C2C=CC=CC=2)=O)=CC=1.C1C=CC(/C=C/C(/C=C/C2C=CC=CC=2)=O)=CC=1.C1C=CC(/C=C/C(/C=C/C2C=CC=CC=2)=O)=CC=1.[Pd].[Pd].O1CCOCC1. The product is [Br:28][C:26]1[CH:27]=[C:22]([NH:1][C:2]2[N:7]=[CH:6][C:5]([N:8]3[CH2:13][CH2:12][N:11]([C:14]([O:16][C:17]([CH3:20])([CH3:19])[CH3:18])=[O:15])[CH2:10][CH2:9]3)=[CH:4][CH:3]=2)[C:23](=[O:30])[N:24]([CH3:29])[CH:25]=1. The yield is 0.590. (2) The reactants are [F:1][C:2]1[CH:7]=[CH:6][C:5]([Mg]Br)=[CH:4][CH:3]=1.[O:10]=[C:11]1[CH2:14][N:13]([C:15]([O:17][C:18]([CH3:21])([CH3:20])[CH3:19])=[O:16])[CH2:12]1.[Cl-].[NH4+].Cl. The catalyst is C(OCC)C.C1COCC1. The product is [F:1][C:2]1[CH:7]=[CH:6][C:5]([C:11]2([OH:10])[CH2:12][N:13]([C:15]([O:17][C:18]([CH3:20])([CH3:19])[CH3:21])=[O:16])[CH2:14]2)=[CH:4][CH:3]=1. The yield is 0.430.